Dataset: Full USPTO retrosynthesis dataset with 1.9M reactions from patents (1976-2016). Task: Predict the reactants needed to synthesize the given product. (1) Given the product [F:14][CH:2]([F:1])[O:3][C:4]1[CH:12]=[CH:11][CH:10]=[C:9]2[C:5]=1[CH2:6][CH:7]([CH3:13])[N:8]2[C:42](=[O:43])[CH2:41][C:29]1[N:28]([CH3:27])[C:33](=[O:34])[CH:32]=[C:31]([N:35]2[CH2:40][CH2:39][O:38][CH2:37][CH2:36]2)[N:30]=1, predict the reactants needed to synthesize it. The reactants are: [F:1][CH:2]([F:14])[O:3][C:4]1[CH:12]=[CH:11][CH:10]=[C:9]2[C:5]=1[CH2:6][CH:7]([CH3:13])[NH:8]2.Cl.CN(C)CCCN=C=NCC.[CH3:27][N:28]1[C:33](=[O:34])[CH:32]=[C:31]([N:35]2[CH2:40][CH2:39][O:38][CH2:37][CH2:36]2)[N:30]=[C:29]1[CH2:41][C:42]([O-])=[O:43].[Na+].O. (2) The reactants are: [N:1]([CH2:4][CH2:5][CH:6]1[O:10][CH2:9][CH2:8][O:7]1)=[N+:2]=[N-:3].[C:11]1([C:17]#[CH:18])[CH:16]=[CH:15][CH:14]=[CH:13][CH:12]=1. Given the product [O:7]1[CH2:8][CH2:9][O:10][CH:6]1[CH2:5][CH2:4][N:1]1[CH:18]=[C:17]([C:11]2[CH:16]=[CH:15][CH:14]=[CH:13][CH:12]=2)[N:3]=[N:2]1, predict the reactants needed to synthesize it. (3) Given the product [CH3:6][O:7][C:8](=[O:16])[C:9]1[CH:14]=[C:13]([S:2]([Cl:1])(=[O:5])=[O:3])[CH:12]=[CH:11][C:10]=1[CH3:15], predict the reactants needed to synthesize it. The reactants are: [Cl:1][S:2]([OH:5])(=O)=[O:3].[CH3:6][O:7][C:8](=[O:16])[C:9]1[CH:14]=[CH:13][CH:12]=[CH:11][C:10]=1[CH3:15]. (4) Given the product [S:35]1[CH:39]=[CH:38][C:37]([C:44]2[N:49]=[CH:48][CH:47]=[CH:46][N:45]=2)=[CH:36]1, predict the reactants needed to synthesize it. The reactants are: C1(P(C2CCCCC2)C2C=CC=CC=2C2C(C(C)C)=CC(C(C)C)=CC=2C(C)C)CCCCC1.[S:35]1[CH:39]=[CH:38][C:37](B(O)O)=[CH:36]1.Cl[C:44]1[N:49]=[CH:48][CH:47]=[CH:46][N:45]=1.P([O-])([O-])([O-])=O.[K+].[K+].[K+]. (5) Given the product [O:1]=[C:2]1[C:11]2[CH:12]=[CH:13][C:14]([NH:16][CH2:17][C:18]3[CH:19]=[C:20]([CH:23]=[CH:24][CH:25]=3)[C:21]([NH2:22])=[O:26])=[CH:15][C:10]=2[C:9]2[C:4](=[N:5][CH:6]=[CH:7][CH:8]=2)[NH:3]1, predict the reactants needed to synthesize it. The reactants are: [O:1]=[C:2]1[C:11]2[CH:12]=[CH:13][C:14]([NH:16][CH2:17][C:18]3[CH:19]=[C:20]([CH:23]=[CH:24][CH:25]=3)[C:21]#[N:22])=[CH:15][C:10]=2[C:9]2[C:4](=[N:5][CH:6]=[CH:7][CH:8]=2)[NH:3]1.[OH-:26].[Na+].